This data is from Forward reaction prediction with 1.9M reactions from USPTO patents (1976-2016). The task is: Predict the product of the given reaction. (1) Given the reactants Br[C:2]1[C:10]2[CH:9]=[CH:8][C:7]3=[C:11]([C:24]([NH2:26])=[O:25])[S:12][C:13]([O:14][C:15]4[CH:20]=[CH:19][C:18]5[O:21][CH2:22][O:23][C:17]=5[CH:16]=4)=[C:6]3[C:5]=2[N:4]([CH3:27])[N:3]=1.[CH2:28]([Sn]([CH2:28][CH2:29][CH2:30][CH3:31])([CH2:28][CH2:29][CH2:30][CH3:31])[CH2:28][CH2:29][CH2:30][CH3:31])[CH2:29][CH2:30][CH3:31].[Cl-].[Li+], predict the reaction product. The product is: [CH2:28]([C:2]1[C:10]2[CH2:9][CH2:8][C:7]3=[C:11]([C:24]([NH2:26])=[O:25])[S:12][C:13]([O:14][C:15]4[CH:20]=[CH:19][C:18]5[O:21][CH2:22][O:23][C:17]=5[CH:16]=4)=[C:6]3[C:5]=2[N:4]([CH3:27])[N:3]=1)[CH2:29][CH2:30][CH3:31]. (2) Given the reactants [F:1][C:2]1[CH:3]=[C:4]([CH:7]=[CH:8][C:9]=1[OH:10])[CH:5]=[O:6].C(Cl)Cl.N1C=CC=CC=1.[N:20]1([C:26](Cl)=[O:27])[CH2:25][CH2:24][O:23][CH2:22][CH2:21]1, predict the reaction product. The product is: [N:20]1([C:26]([O:10][C:9]2[CH:8]=[CH:7][C:4]([CH:5]=[O:6])=[CH:3][C:2]=2[F:1])=[O:27])[CH2:25][CH2:24][O:23][CH2:22][CH2:21]1. (3) Given the reactants [C:1]1([C:7]#[C:8][CH2:9][OH:10])[CH:6]=[CH:5][CH:4]=[CH:3][CH:2]=1.[Cl:11][C:12]1[CH:17]=[CH:16][C:15]([SH:18])=[CH:14][CH:13]=1.C1(CC(SC2C=CC=CC=2)C(=O)C)C=CC=CC=1, predict the reaction product. The product is: [Cl:11][C:12]1[CH:17]=[CH:16][C:15]([S:18][CH:8]([CH2:7][C:1]2[CH:6]=[CH:5][CH:4]=[CH:3][CH:2]=2)[CH:9]=[O:10])=[CH:14][CH:13]=1. (4) Given the reactants Cl[CH2:2][C:3](Cl)=[O:4].Cl.[Br:7][C:8]1[CH:13]=[CH:12][C:11]([NH:14][C@@H:15]2[CH2:19][NH:18][C@H:17]([CH2:20][OH:21])[CH2:16]2)=[C:10]([N+:22]([O-:24])=[O:23])[CH:9]=1.[OH-].[Na+], predict the reaction product. The product is: [Br:7][C:8]1[CH:13]=[CH:12][C:11]([NH:14][C@@H:15]2[CH2:19][N:18]3[C@H:17]([CH2:20][O:21][CH2:2][C:3]3=[O:4])[CH2:16]2)=[C:10]([N+:22]([O-:24])=[O:23])[CH:9]=1. (5) Given the reactants [NH:1]1[CH:5]=[C:4]([C:6]2[CH:11]=[CH:10][N:9]=[C:8]3[N:12]([CH2:15][O:16][CH2:17][CH2:18][Si:19]([CH3:22])([CH3:21])[CH3:20])[CH:13]=[CH:14][C:7]=23)[CH:3]=[N:2]1.[CH2:23]([O:25][C:26](=[O:31])[CH:27]=[C:28]([CH3:30])[CH3:29])[CH3:24].C(=O)([O-])[O-].[Cs+].[Cs+], predict the reaction product. The product is: [CH3:29][C:28]([N:1]1[CH:5]=[C:4]([C:6]2[CH:11]=[CH:10][N:9]=[C:8]3[N:12]([CH2:15][O:16][CH2:17][CH2:18][Si:19]([CH3:22])([CH3:21])[CH3:20])[CH:13]=[CH:14][C:7]=23)[CH:3]=[N:2]1)([CH3:30])[CH2:27][C:26]([O:25][CH2:23][CH3:24])=[O:31]. (6) Given the reactants O=[C:2]1[C:10]2[C:5](=[CH:6][C:7]([O:11][C:12]3[CH:20]=[CH:19][C:15]([C:16]([NH2:18])=[O:17])=[CH:14][CH:13]=3)=[CH:8][CH:9]=2)[CH2:4][CH2:3]1.[F:21][C:22]1[CH:23]=[C:24]([CH:28]=[CH:29][CH:30]=1)[CH2:25][CH2:26][NH2:27].[OH-].[Na+], predict the reaction product. The product is: [F:21][C:22]1[CH:23]=[C:24]([CH2:25][CH2:26][NH:27][CH:2]2[C:10]3[C:5](=[CH:6][C:7]([O:11][C:12]4[CH:20]=[CH:19][C:15]([C:16]([NH2:18])=[O:17])=[CH:14][CH:13]=4)=[CH:8][CH:9]=3)[CH2:4][CH2:3]2)[CH:28]=[CH:29][CH:30]=1. (7) Given the reactants Cl.C([Si](C)(C)[O:7][CH2:8][C@@H:9]([N:11]1[C:15]2[N:16]=[CH:17][N:18]=[CH:19][C:14]=2[C:13]([C:20]([C:22]2[CH:23]=[C:24]([NH:28][C:29](=[O:41])[CH2:30][C:31]3[CH:36]=[CH:35][CH:34]=[C:33]([C:37]([F:40])([F:39])[F:38])[CH:32]=3)[CH:25]=[N:26][CH:27]=2)=[O:21])=[CH:12]1)[CH3:10])(C)(C)C, predict the reaction product. The product is: [OH:7][CH2:8][C@@H:9]([N:11]1[C:15]2[N:16]=[CH:17][N:18]=[CH:19][C:14]=2[C:13]([C:20]([C:22]2[CH:23]=[C:24]([NH:28][C:29](=[O:41])[CH2:30][C:31]3[CH:36]=[CH:35][CH:34]=[C:33]([C:37]([F:39])([F:40])[F:38])[CH:32]=3)[CH:25]=[N:26][CH:27]=2)=[O:21])=[CH:12]1)[CH3:10]. (8) Given the reactants C(OC([N:11]1[CH2:16][C@@H:15]([C:17](=[O:40])[NH:18][C:19]2[CH:24]=[C:23]([C:25]3[CH:30]=[CH:29][CH:28]=[C:27]([NH:31][CH2:32][CH:33]4[CH2:38][CH2:37][O:36][CH2:35][CH2:34]4)[N:26]=3)[C:22]([Cl:39])=[CH:21][N:20]=2)[CH2:14][CH2:13][C@@H:12]1[CH3:41])=O)C1C=CC=CC=1, predict the reaction product. The product is: [Cl:39][C:22]1[C:23]([C:25]2[CH:30]=[CH:29][CH:28]=[C:27]([NH:31][CH2:32][CH:33]3[CH2:38][CH2:37][O:36][CH2:35][CH2:34]3)[N:26]=2)=[CH:24][C:19]([NH:18][C:17]([C@H:15]2[CH2:14][CH2:13][C@H:12]([CH3:41])[NH:11][CH2:16]2)=[O:40])=[N:20][CH:21]=1.